Dataset: Reaction yield outcomes from USPTO patents with 853,638 reactions. Task: Predict the reaction yield, written as a fraction of the theoretical maximum amount of product (1.0 means a 100% yield; for example, 0.34 means a 34% yield). (1) The reactants are C(O[C:4]1[C:5](=[O:12])[C:6](=[O:11])[C:7]=1[O:8][CH2:9][CH3:10])C.[N+:13]([C:16]1[CH:17]=[CH:18][C:19]([N:22]2[CH2:27][CH2:26][NH:25][CH2:24][CH2:23]2)=[N:20][CH:21]=1)([O-:15])=[O:14]. The catalyst is CN(C=O)C.C(O)C.CO. The product is [CH2:9]([O:8][C:7]1[C:6](=[O:11])[C:5](=[O:12])[C:4]=1[N:25]1[CH2:26][CH2:27][N:22]([C:19]2[CH:18]=[CH:17][C:16]([N+:13]([O-:15])=[O:14])=[CH:21][N:20]=2)[CH2:23][CH2:24]1)[CH3:10]. The yield is 0.720. (2) The reactants are [F:1][C:2]1[C:22]([O:23][CH:24]([CH3:26])[CH3:25])=[CH:21][CH:20]=[C:19]([F:27])[C:3]=1[O:4][C:5]1[CH2:9][N:8]([C@@H:10]([CH2:14][CH:15]([CH3:17])[CH3:16])[C:11]([OH:13])=O)[C:7](=[O:18])[CH:6]=1.[CH3:28][C:29]1([CH3:41])[O:33][C@H:32]([CH2:34][N:35]2[CH:39]=[CH:38][C:37]([NH2:40])=[N:36]2)[CH2:31][O:30]1.F[P-](F)(F)(F)(F)F.N1(O[P+](N(C)C)(N(C)C)N(C)C)C2C=CC=CC=2N=N1.C(N(CC)C(C)C)(C)C. The catalyst is CN(C)C=O. The product is [CH3:28][C:29]1([CH3:41])[O:33][C@H:32]([CH2:34][N:35]2[CH:39]=[CH:38][C:37]([NH:40][C:11](=[O:13])[C@@H:10]([N:8]3[CH2:9][C:5]([O:4][C:3]4[C:19]([F:27])=[CH:20][CH:21]=[C:22]([O:23][CH:24]([CH3:25])[CH3:26])[C:2]=4[F:1])=[CH:6][C:7]3=[O:18])[CH2:14][CH:15]([CH3:16])[CH3:17])=[N:36]2)[CH2:31][O:30]1. The yield is 0.640. (3) The reactants are [CH2:1]([C:3]1[CH:8]=[CH:7][C:6]([C:9]2[C:18]3[C:13](=[CH:14][CH:15]=[C:16]([C:19]#[C:20][C:21]4[CH:31]=[CH:30][C:24]([C:25]([O:27]CC)=[O:26])=[CH:23][CH:22]=4)[CH:17]=3)[S:12][C:11]([CH3:33])([CH3:32])[CH:10]=2)=[CH:5][CH:4]=1)[CH3:2].[OH-].[Na+].Cl. The catalyst is C1COCC1.CCO. The product is [CH2:1]([C:3]1[CH:4]=[CH:5][C:6]([C:9]2[C:18]3[C:13](=[CH:14][CH:15]=[C:16]([C:19]#[C:20][C:21]4[CH:22]=[CH:23][C:24]([C:25]([OH:27])=[O:26])=[CH:30][CH:31]=4)[CH:17]=3)[S:12][C:11]([CH3:32])([CH3:33])[CH:10]=2)=[CH:7][CH:8]=1)[CH3:2]. The yield is 0.890.